This data is from Reaction yield outcomes from USPTO patents with 853,638 reactions. The task is: Predict the reaction yield, written as a fraction of the theoretical maximum amount of product (1.0 means a 100% yield; for example, 0.34 means a 34% yield). (1) The reactants are [F:1][C:2]1[CH:3]=[C:4]2[C:9](=[CH:10][C:11]=1[F:12])[N:8]1[CH:13]=[CH:14][N:15]=[C:7]1[C:6](=O)[NH:5]2.C[Si](C)(C)N[Si](C)(C)C.S([O-])([O-])(=O)=O.[NH4+].[NH4+].[NH2:33][CH2:34][CH2:35][CH2:36][OH:37]. The catalyst is C(OCC)(=O)C.O. The product is [F:1][C:2]1[CH:3]=[C:4]2[C:9](=[CH:10][C:11]=1[F:12])[N:8]1[CH:13]=[CH:14][N:15]=[C:7]1[C:6]([NH:33][CH2:34][CH2:35][CH2:36][OH:37])=[N:5]2. The yield is 0.180. (2) The reactants are I[C:2]1[C:10]2[C:5](=[N:6][CH:7]=[C:8]([C:11]3[CH:16]=[C:15]([O:17][CH3:18])[C:14]([O:19][CH3:20])=[C:13]([O:21][CH3:22])[CH:12]=3)[N:9]=2)[N:4]([Si:23]([CH:30]([CH3:32])[CH3:31])([CH:27]([CH3:29])[CH3:28])[CH:24]([CH3:26])[CH3:25])[CH:3]=1.[Li]CCCC.CON(C)[C:41]([C:43]1([CH3:46])[CH2:45][CH2:44]1)=[O:42]. The catalyst is O1CCCC1. The product is [CH3:46][C:43]1([C:41]([C:2]2[C:10]3[C:5](=[N:6][CH:7]=[C:8]([C:11]4[CH:16]=[C:15]([O:17][CH3:18])[C:14]([O:19][CH3:20])=[C:13]([O:21][CH3:22])[CH:12]=4)[N:9]=3)[N:4]([Si:23]([CH:30]([CH3:32])[CH3:31])([CH:27]([CH3:29])[CH3:28])[CH:24]([CH3:26])[CH3:25])[CH:3]=2)=[O:42])[CH2:45][CH2:44]1. The yield is 0.190. (3) The reactants are C[Si]([N-][Si](C)(C)C)(C)C.[Na+].[CH3:11][N:12]1[CH2:17][CH2:16][N:15]([CH2:18][C:19]2[CH:28]=[CH:27][C:22]([C:23]([O:25]C)=O)=[CH:21][CH:20]=2)[CH2:14][CH2:13]1.[NH2:29][C:30]1[N:34](C(OC(C)(C)C)=O)[N:33]=[C:32]([CH2:42][CH2:43][C:44]2[CH:49]=[C:48]([O:50][CH3:51])[CH:47]=[C:46]([O:52][CH3:53])[CH:45]=2)[CH:31]=1.[NH4+].[Cl-]. The catalyst is C1COCC1.CC(N(C)C)=O. The product is [CH3:51][O:50][C:48]1[CH:49]=[C:44]([CH2:43][CH2:42][C:32]2[NH:33][N:34]=[C:30]([NH:29][C:23](=[O:25])[C:22]3[CH:21]=[CH:20][C:19]([CH2:18][N:15]4[CH2:14][CH2:13][N:12]([CH3:11])[CH2:17][CH2:16]4)=[CH:28][CH:27]=3)[CH:31]=2)[CH:45]=[C:46]([O:52][CH3:53])[CH:47]=1. The yield is 0.0519. (4) The reactants are [ClH:1].C([O:9][C:10]1[CH:19]=[C:18]2[C:13]([C:14]([N:21]3[CH2:25][CH2:24][C@H:23]([O:26][CH2:27][CH3:28])[CH2:22]3)=[CH:15][C:16]([CH3:20])=[N:17]2)=[CH:12][CH:11]=1)C1C=CC=CC=1. The catalyst is CO.[Pd]. The product is [ClH:1].[CH2:27]([O:26][C@H:23]1[CH2:24][CH2:25][N:21]([C:14]2[C:13]3[C:18](=[CH:19][C:10]([OH:9])=[CH:11][CH:12]=3)[N:17]=[C:16]([CH3:20])[CH:15]=2)[CH2:22]1)[CH3:28]. The yield is 0.900. (5) The reactants are [N+:1]([C:4]1[CH:5]=[C:6]([N:10]=[C:11]=[S:12])[CH:7]=[CH:8][CH:9]=1)([O-:3])=[O:2].[NH3:13]. The catalyst is CO. The product is [N+:1]([C:4]1[CH:5]=[C:6]([NH:10][C:11]([NH2:13])=[S:12])[CH:7]=[CH:8][CH:9]=1)([O-:3])=[O:2]. The yield is 1.00. (6) The reactants are [CH3:1][C:2]([CH3:24])([CH3:23])[CH2:3][N:4]1[C:8]2[N:9]=[C:10]([C:13]#[N:14])[N:11]=[CH:12][C:7]=2[CH:6]=[C:5]1[CH2:15][N:16]1[CH2:21][CH2:20][C:19](=O)[CH2:18][CH2:17]1.[N:25]1([CH2:30][CH2:31][CH2:32][NH2:33])[CH:29]=[CH:28][N:27]=[CH:26]1.C(N(CC)CC)C.[O-]S([O-])(=O)=O.[Mg+2].[BH4-].[Na+]. The catalyst is C(Cl)Cl.CO.CC(C)=O. The product is [CH3:1][C:2]([CH3:24])([CH3:23])[CH2:3][N:4]1[C:8]2[N:9]=[C:10]([C:13]#[N:14])[N:11]=[CH:12][C:7]=2[CH:6]=[C:5]1[CH2:15][N:16]1[CH2:21][CH2:20][CH:19]([NH:33][CH2:32][CH2:31][CH2:30][N:25]2[CH:29]=[CH:28][N:27]=[CH:26]2)[CH2:18][CH2:17]1. The yield is 0.730. (7) The reactants are [OH:1][CH2:2][C:3]1[CH:8]=[C:7]([O:9][CH:10]([CH3:12])[CH3:11])[C:6]([O:13][CH3:14])=[CH:5][N:4]=1.[Mn]([O-])(=O)(=O)=[O:16].[K+].[OH-].[K+]. The catalyst is O.C(O)(C)C. The product is [CH:10]([O:9][C:7]1[C:6]([O:13][CH3:14])=[CH:5][N:4]=[C:3]([C:2]([OH:16])=[O:1])[CH:8]=1)([CH3:11])[CH3:12]. The yield is 0.940. (8) The reactants are CC1(C)C(C)(C)OB([C:9]2[CH:14]=[CH:13][N:12]=[C:11]3[N:15]([S:18]([C:21]4[CH:27]=[CH:26][C:24]([CH3:25])=[CH:23][CH:22]=4)(=[O:20])=[O:19])[CH:16]=[CH:17][C:10]=23)O1.Cl[C:30]1[N:35]=[C:34]([N:36]2[CH2:41][CH2:40][O:39][CH2:38][C@H:37]2[CH3:42])[CH:33]=[C:32]([C:43]2([S@:46]([CH3:49])(=[NH:48])=[O:47])[CH2:45][CH2:44]2)[N:31]=1.C(=O)([O-])[O-].[Na+].[Na+]. The catalyst is COCCOC.COCCOC.O.CCOC(C)=O.Cl[Pd](Cl)([P](C1C=CC=CC=1)(C1C=CC=CC=1)C1C=CC=CC=1)[P](C1C=CC=CC=1)(C1C=CC=CC=1)C1C=CC=CC=1. The product is [CH3:42][C@@H:37]1[CH2:38][O:39][CH2:40][CH2:41][N:36]1[C:34]1[CH:33]=[C:32]([C:43]2([S@:46]([CH3:49])(=[NH:48])=[O:47])[CH2:44][CH2:45]2)[N:31]=[C:30]([C:9]2[CH:14]=[CH:13][N:12]=[C:11]3[N:15]([S:18]([C:21]4[CH:22]=[CH:23][C:24]([CH3:25])=[CH:26][CH:27]=4)(=[O:19])=[O:20])[CH:16]=[CH:17][C:10]=23)[N:35]=1. The yield is 0.390. (9) The reactants are [F:1][C:2]1[CH:3]=[C:4]([N:15]2[CH2:19][C@H:18]([CH2:20][NH:21][C:22](=[O:24])[CH3:23])[O:17][C:16]2=[O:25])[CH:5]=[C:6]([F:14])[C:7]=1[N:8]1[CH2:13][CH2:12][S:11][CH2:10][CH2:9]1.C[N+]1([O-])CC[O:30]CC1.[OH2:34].CC(C)=O. The catalyst is [Os](=O)(=O)(=O)=O. The product is [O:34]=[S:11]1(=[O:30])[CH2:12][CH2:13][N:8]([C:7]2[C:2]([F:1])=[CH:3][C:4]([N:15]3[CH2:19][C@H:18]([CH2:20][NH:21][C:22](=[O:24])[CH3:23])[O:17][C:16]3=[O:25])=[CH:5][C:6]=2[F:14])[CH2:9][CH2:10]1. The yield is 0.830. (10) The catalyst is C(Cl)Cl.O1CCOCC1. The yield is 0.810. The product is [F:21][C:20]([F:22])([F:23])[CH2:19][O:18][C:13]1[CH:14]=[CH:15][CH:16]=[C:17]2[C:12]=1[CH2:11][CH2:10][CH2:9][C@@H:8]2[NH2:7]. The reactants are CC([S@]([NH:7][C@@H:8]1[C:17]2[C:12](=[C:13]([O:18][CH2:19][C:20]([F:23])([F:22])[F:21])[CH:14]=[CH:15][CH:16]=2)[CH2:11][CH2:10][CH2:9]1)=O)(C)C.Cl.